Dataset: Full USPTO retrosynthesis dataset with 1.9M reactions from patents (1976-2016). Task: Predict the reactants needed to synthesize the given product. Given the product [Cl:1][C:2]1[CH:7]=[CH:6][C:5]([CH:8]([C:23]2[CH:24]=[CH:25][C:26]([Cl:29])=[CH:27][CH:28]=2)[N:9]2[CH2:12][CH:11]([C:13]([C:15]3[CH:20]=[C:19]([F:21])[CH:18]=[C:17]([F:22])[CH:16]=3)([OH:14])[C:30]([CH3:33])([CH3:32])[CH3:31])[CH2:10]2)=[CH:4][CH:3]=1, predict the reactants needed to synthesize it. The reactants are: [Cl:1][C:2]1[CH:7]=[CH:6][C:5]([CH:8]([C:23]2[CH:28]=[CH:27][C:26]([Cl:29])=[CH:25][CH:24]=2)[N:9]2[CH2:12][CH:11]([C:13]([C:15]3[CH:20]=[C:19]([F:21])[CH:18]=[C:17]([F:22])[CH:16]=3)=[O:14])[CH2:10]2)=[CH:4][CH:3]=1.[C:30]([Mg]Cl)([CH3:33])([CH3:32])[CH3:31].CCOCC.[OH-].[Na+].